This data is from NCI-60 drug combinations with 297,098 pairs across 59 cell lines. The task is: Regression. Given two drug SMILES strings and cell line genomic features, predict the synergy score measuring deviation from expected non-interaction effect. (1) Drug 1: C1=CC(=CC=C1CC(C(=O)O)N)N(CCCl)CCCl.Cl. Drug 2: CCCCCOC(=O)NC1=NC(=O)N(C=C1F)C2C(C(C(O2)C)O)O. Cell line: SK-OV-3. Synergy scores: CSS=1.64, Synergy_ZIP=-1.71, Synergy_Bliss=-4.21, Synergy_Loewe=-13.5, Synergy_HSA=-6.43. (2) Drug 1: CCC1=C2CN3C(=CC4=C(C3=O)COC(=O)C4(CC)O)C2=NC5=C1C=C(C=C5)O. Drug 2: CS(=O)(=O)OCCCCOS(=O)(=O)C. Cell line: SW-620. Synergy scores: CSS=34.8, Synergy_ZIP=-0.845, Synergy_Bliss=-0.424, Synergy_Loewe=-15.8, Synergy_HSA=1.77. (3) Drug 1: CC(C)CN1C=NC2=C1C3=CC=CC=C3N=C2N. Drug 2: CCC1(C2=C(COC1=O)C(=O)N3CC4=CC5=C(C=CC(=C5CN(C)C)O)N=C4C3=C2)O.Cl. Cell line: OVCAR-4. Synergy scores: CSS=1.62, Synergy_ZIP=-3.21, Synergy_Bliss=-3.82, Synergy_Loewe=-8.33, Synergy_HSA=-5.70. (4) Drug 1: CC1=CC2C(CCC3(C2CCC3(C(=O)C)OC(=O)C)C)C4(C1=CC(=O)CC4)C. Drug 2: COC1=NC(=NC2=C1N=CN2C3C(C(C(O3)CO)O)O)N. Cell line: PC-3. Synergy scores: CSS=-2.68, Synergy_ZIP=-0.0779, Synergy_Bliss=-2.37, Synergy_Loewe=-3.05, Synergy_HSA=-3.17. (5) Drug 1: CC12CCC3C(C1CCC2O)C(CC4=C3C=CC(=C4)O)CCCCCCCCCS(=O)CCCC(C(F)(F)F)(F)F. Drug 2: CC1C(C(CC(O1)OC2CC(CC3=C2C(=C4C(=C3O)C(=O)C5=CC=CC=C5C4=O)O)(C(=O)C)O)N)O. Cell line: HOP-62. Synergy scores: CSS=39.6, Synergy_ZIP=-0.485, Synergy_Bliss=-2.47, Synergy_Loewe=-18.0, Synergy_HSA=-2.84.